This data is from Reaction yield outcomes from USPTO patents with 853,638 reactions. The task is: Predict the reaction yield, written as a fraction of the theoretical maximum amount of product (1.0 means a 100% yield; for example, 0.34 means a 34% yield). (1) The reactants are C=O.Cl.[Br:4][C:5]1[CH:10]=[CH:9][C:8]([NH:11][C@@H:12]2[CH2:17][CH2:16][NH:15][CH2:14][C@H:13]2[OH:18])=[C:7]([N+:19]([O-:21])=[O:20])[CH:6]=1.[C:22](O)(=O)C.C([BH3-])#N.[Na+]. The catalyst is O. The product is [Br:4][C:5]1[CH:10]=[CH:9][C:8]([NH:11][C@@H:12]2[CH2:17][CH2:16][N:15]([CH3:22])[CH2:14][C@H:13]2[OH:18])=[C:7]([N+:19]([O-:21])=[O:20])[CH:6]=1. The yield is 0.970. (2) The reactants are B([O-])([O-])[O-].[Si+4].B([O-])([O-])[O-].B([O-])([O-])[O-].B([O-])([O-])[O-].[Si+4].[Si+4].[F:20][C:21]([F:50])([F:49])[CH2:22][C:23]([NH:25][CH2:26][C:27]1[CH:32]=[CH:31][C:30](/[CH:33]=[CH:34]/[CH:35]([C:40]2[CH:45]=[C:44]([Cl:46])[C:43]([Cl:47])=[C:42]([Cl:48])[CH:41]=2)[C:36]([F:39])([F:38])[F:37])=[CH:29][CH:28]=1)=[O:24]. The catalyst is CS(C)=O. The product is [F:49][C:21]([F:20])([F:50])[CH2:22][C:23]([NH:25][CH2:26][C:27]1[CH:32]=[CH:31][C:30](/[CH:33]=[CH:34]\[CH:35]([C:40]2[CH:41]=[C:42]([Cl:48])[C:43]([Cl:47])=[C:44]([Cl:46])[CH:45]=2)[C:36]([F:37])([F:38])[F:39])=[CH:29][CH:28]=1)=[O:24]. The yield is 0.0800. (3) The reactants are [NH2:1][C:2]1[CH:7]=[CH:6][C:5]([C:8]2[N:9]([CH2:24][CH3:25])[C:10]3[C:15]([C:16]=2[C:17]#[N:18])=[CH:14][CH:13]=[C:12]([O:19][C:20]([F:23])([F:22])[F:21])[CH:11]=3)=[CH:4][CH:3]=1.[CH2:26]([S:28](Cl)(=[O:30])=[O:29])[CH3:27]. The catalyst is N1C=CC=CC=1.O. The product is [C:17]([C:16]1[C:15]2[C:10](=[CH:11][C:12]([O:19][C:20]([F:23])([F:21])[F:22])=[CH:13][CH:14]=2)[N:9]([CH2:24][CH3:25])[C:8]=1[C:5]1[CH:4]=[CH:3][C:2]([NH:1][S:28]([CH2:26][CH3:27])(=[O:30])=[O:29])=[CH:7][CH:6]=1)#[N:18]. The yield is 0.830. (4) The reactants are FC(F)(F)S(O[C:7]1[CH:12]=[CH:11][C:10]([CH2:13][CH2:14][C:15]#[N:16])=[CH:9][C:8]=1[CH2:17][CH:18]([CH3:20])[CH3:19])(=O)=O.[CH2:23]([C:30]1[CH:31]=[C:32](B(O)O)[CH:33]=[CH:34][C:35]=1[O:36][CH3:37])[C:24]1[CH:29]=[CH:28][CH:27]=[CH:26][CH:25]=1.C([O-])([O-])=O.[Na+].[Na+]. The catalyst is COCCOC.CCO.C1C=CC([P]([Pd]([P](C2C=CC=CC=2)(C2C=CC=CC=2)C2C=CC=CC=2)([P](C2C=CC=CC=2)(C2C=CC=CC=2)C2C=CC=CC=2)[P](C2C=CC=CC=2)(C2C=CC=CC=2)C2C=CC=CC=2)(C2C=CC=CC=2)C2C=CC=CC=2)=CC=1. The product is [CH2:23]([C:30]1[CH:31]=[C:32]([C:7]2[CH:12]=[CH:11][C:10]([CH2:13][CH2:14][C:15]#[N:16])=[CH:9][C:8]=2[CH2:17][CH:18]([CH3:20])[CH3:19])[CH:33]=[CH:34][C:35]=1[O:36][CH3:37])[C:24]1[CH:25]=[CH:26][CH:27]=[CH:28][CH:29]=1. The yield is 0.520. (5) The catalyst is CS(C)=O. The reactants are [CH:1]([P:3](=[O:17])([CH:15]=[CH2:16])[C:4]1[CH:9]=[CH:8][C:7]([N+:10]([O-:12])=[O:11])=[C:6]([O:13][CH3:14])[CH:5]=1)=[CH2:2].[C:18]([O:26][CH2:27][CH3:28])(=[O:25])[CH2:19][C:20]([O:22][CH2:23][CH3:24])=[O:21].C(=O)([O-])[O-].[K+].[K+].Cl. The yield is 0.410. The product is [CH3:14][O:13][C:6]1[CH:5]=[C:4]([P:3]2(=[O:17])[CH2:15][CH2:16][C:19]([C:20]([O:22][CH2:23][CH3:24])=[O:21])([C:18]([O:26][CH2:27][CH3:28])=[O:25])[CH2:2][CH2:1]2)[CH:9]=[CH:8][C:7]=1[N+:10]([O-:12])=[O:11]. (6) The reactants are [C:1]([C:3]1[CH:4]=[C:5]([CH:7]=[C:8]([F:10])[CH:9]=1)[NH2:6])#[CH:2].Br.Br[CH:13]([C:15]1[CH:16]=[C:17]([C:32]([N:34]([CH3:36])[CH3:35])=[O:33])[CH:18]=[C:19]2[C:24]=1[O:23][C:22]([N:25]1[CH2:30][CH2:29][O:28][CH2:27][CH2:26]1)=[CH:21][C:20]2=[O:31])[CH3:14]. No catalyst specified. The product is [C:1]([C:3]1[CH:4]=[C:5]([NH:6][CH:13]([C:15]2[CH:16]=[C:17]([C:32]([N:34]([CH3:36])[CH3:35])=[O:33])[CH:18]=[C:19]3[C:24]=2[O:23][C:22]([N:25]2[CH2:30][CH2:29][O:28][CH2:27][CH2:26]2)=[CH:21][C:20]3=[O:31])[CH3:14])[CH:7]=[C:8]([F:10])[CH:9]=1)#[CH:2]. The yield is 0.560. (7) The reactants are Cl[C:2]1[CH:11]=[C:10]([Cl:12])[C:9]2[C:4](=[CH:5][CH:6]=[CH:7][CH:8]=2)[N:3]=1.[CH3:13][S:14]([C:17]1[CH:18]=[CH:19][C:20]2[CH2:26][NH:25][CH2:24][CH2:23][CH2:22][C:21]=2[CH:27]=1)(=[O:16])=[O:15].C(N(CC)CC)C.CN1CCCC1=O. The catalyst is O. The product is [Cl:12][C:10]1[C:9]2[C:4](=[CH:5][CH:6]=[CH:7][CH:8]=2)[N:3]=[C:2]([N:25]2[CH2:24][CH2:23][CH2:22][C:21]3[CH:27]=[C:17]([S:14]([CH3:13])(=[O:15])=[O:16])[CH:18]=[CH:19][C:20]=3[CH2:26]2)[CH:11]=1. The yield is 0.225.